Dataset: Merck oncology drug combination screen with 23,052 pairs across 39 cell lines. Task: Regression. Given two drug SMILES strings and cell line genomic features, predict the synergy score measuring deviation from expected non-interaction effect. (1) Drug 1: O=S1(=O)NC2(CN1CC(F)(F)F)C1CCC2Cc2cc(C=CCN3CCC(C(F)(F)F)CC3)ccc2C1. Drug 2: CC(=O)OC1C(=O)C2(C)C(O)CC3OCC3(OC(C)=O)C2C(OC(=O)c2ccccc2)C2(O)CC(OC(=O)C(O)C(NC(=O)c3ccccc3)c3ccccc3)C(C)=C1C2(C)C. Cell line: CAOV3. Synergy scores: synergy=5.42. (2) Drug 1: CCC1(O)CC2CN(CCc3c([nH]c4ccccc34)C(C(=O)OC)(c3cc4c(cc3OC)N(C)C3C(O)(C(=O)OC)C(OC(C)=O)C5(CC)C=CCN6CCC43C65)C2)C1. Drug 2: O=C(O)C1(Cc2cccc(Nc3nccs3)n2)CCC(Oc2cccc(Cl)c2F)CC1. Cell line: NCIH2122. Synergy scores: synergy=-7.51. (3) Drug 1: Nc1ccn(C2OC(CO)C(O)C2(F)F)c(=O)n1. Drug 2: NC(=O)c1cccc2cn(-c3ccc(C4CCCNC4)cc3)nc12. Cell line: SKMEL30. Synergy scores: synergy=4.10.